This data is from Forward reaction prediction with 1.9M reactions from USPTO patents (1976-2016). The task is: Predict the product of the given reaction. (1) Given the reactants [Br:1]N1C(=O)CCC1=O.N(C(C)(C)C#N)=NC(C)(C)C#N.[Cl:21][C:22]1[C:26]([CH3:27])=[CH:25][S:24][C:23]=1[C:28]([O:30][CH3:31])=[O:29], predict the reaction product. The product is: [Br:1][CH2:27][C:26]1[C:22]([Cl:21])=[C:23]([C:28]([O:30][CH3:31])=[O:29])[S:24][CH:25]=1. (2) Given the reactants [Cl:1][C:2]1[CH:3]=[C:4]([CH:8]=[CH:9][CH:10]=1)[C:5]([NH2:7])=[O:6].[CH3:11][C:12]([CH3:17])([CH3:16])[CH2:13][CH:14]=O.[NH:18]1[C:22]2[CH:23]=[CH:24][CH:25]=[CH:26][C:21]=2[N:20]=[N:19]1, predict the reaction product. The product is: [N:18]1([CH:14]([C:3]2[C:2]([Cl:1])=[CH:10][CH:9]=[CH:8][C:4]=2[C:5]([NH2:7])=[O:6])[CH2:13][C:12]([CH3:17])([CH3:16])[CH3:11])[C:22]2[CH:23]=[CH:24][CH:25]=[CH:26][C:21]=2[N:20]=[N:19]1. (3) Given the reactants [OH-].[Li+].[F:3][C:4]([F:37])([F:36])[C:5]1[N:6]=[CH:7][N:8]([C:10]2[CH:35]=[CH:34][C:13]([O:14][CH:15]([C:19]3[CH:33]=[CH:32][C:22]([C:23]([NH:25][CH2:26][CH2:27][C:28]([O:30]C)=[O:29])=[O:24])=[CH:21][CH:20]=3)[CH2:16][CH2:17][CH3:18])=[CH:12][CH:11]=2)[CH:9]=1.Cl, predict the reaction product. The product is: [F:37][C:4]([F:3])([F:36])[C:5]1[N:6]=[CH:7][N:8]([C:10]2[CH:35]=[CH:34][C:13]([O:14][CH:15]([C:19]3[CH:33]=[CH:32][C:22]([C:23]([NH:25][CH2:26][CH2:27][C:28]([OH:30])=[O:29])=[O:24])=[CH:21][CH:20]=3)[CH2:16][CH2:17][CH3:18])=[CH:12][CH:11]=2)[CH:9]=1. (4) The product is: [CH:38]([OH:40])=[O:39].[NH2:2][CH2:3][C:4]1[CH:5]=[C:6]([CH2:10][N:11]2[C:19]3[C:14](=[C:15]([OH:20])[CH:16]=[CH:17][CH:18]=3)[C:13]([NH:22][S:23]([C:26]3[S:27][C:28]([Cl:31])=[CH:29][CH:30]=3)(=[O:25])=[O:24])=[N:12]2)[CH:7]=[CH:8][CH:9]=1. Given the reactants Cl.[NH2:2][CH2:3][C:4]1[CH:5]=[C:6]([CH2:10][N:11]2[C:19]3[C:14](=[C:15]([O:20]C)[CH:16]=[CH:17][CH:18]=3)[C:13]([NH:22][S:23]([C:26]3[S:27][C:28]([Cl:31])=[CH:29][CH:30]=3)(=[O:25])=[O:24])=[N:12]2)[CH:7]=[CH:8][CH:9]=1.B(Br)(Br)Br.CO.[C:38](=O)([OH:40])[O-:39].[Na+], predict the reaction product. (5) The product is: [CH3:1][O:2][C:3]([C:4]1[C:5]2[N:21]([C:15]3[CH:20]=[CH:19][CH:18]=[CH:17][CH:16]=3)[C:22]([CH3:23])=[N:10][C:6]=2[CH:7]=[CH:8][CH:9]=1)=[O:14]. Given the reactants [CH3:1][O:2][C:3](=[O:14])[C:4]1[CH:9]=[CH:8][CH:7]=[C:6]([N+:10]([O-])=O)[C:5]=1Br.[C:15]1([NH:21][C:22](=O)[CH3:23])[CH:20]=[CH:19][CH:18]=[CH:17][CH:16]=1, predict the reaction product. (6) Given the reactants [NH2:1][C:2]1[CH:7]=[C:6]([Br:8])[CH:5]=[C:4]([F:9])[C:3]=1[OH:10].Cl[CH2:12][C:13](Cl)=[O:14].C([O-])([O-])=O.[K+].[K+], predict the reaction product. The product is: [Br:8][C:6]1[CH:5]=[C:4]([F:9])[C:3]2[O:10][CH2:12][C:13](=[O:14])[NH:1][C:2]=2[CH:7]=1.